Predict the product of the given reaction. From a dataset of Forward reaction prediction with 1.9M reactions from USPTO patents (1976-2016). (1) Given the reactants Cl.[NH2:2][C@H:3]1[CH2:8][CH2:7][CH2:6][CH2:5][C@H:4]1[OH:9].N1C=CC=CC=1.[Cl:16][C:17]1[CH:22]=[C:21]([Cl:23])[CH:20]=[CH:19][C:18]=1[C:24]1[N:25]([C:33]2[CH:38]=[CH:37][C:36]([O:39][CH2:40][CH2:41][C:42]([F:45])([F:44])[F:43])=[CH:35][CH:34]=2)[C:26]([CH3:32])=[C:27]([C:29](Cl)=[O:30])[N:28]=1, predict the reaction product. The product is: [Cl:16][C:17]1[CH:22]=[C:21]([Cl:23])[CH:20]=[CH:19][C:18]=1[C:24]1[N:25]([C:33]2[CH:34]=[CH:35][C:36]([O:39][CH2:40][CH2:41][C:42]([F:44])([F:45])[F:43])=[CH:37][CH:38]=2)[C:26]([CH3:32])=[C:27]([C:29]([NH:2][C@@H:3]2[CH2:8][CH2:7][CH2:6][CH2:5][C@@H:4]2[OH:9])=[O:30])[N:28]=1. (2) The product is: [CH3:1][O:2][C:3]1[CH:10]=[CH:9][C:6]([CH2:7][N:8]2[C@@H:13]3[CH2:12][CH2:19][C@@:23]2([C:28]2[CH:33]=[CH:32][C:31]([C:34]([F:37])([F:36])[F:35])=[CH:30][CH:29]=2)[CH2:24][C:25](=[O:39])[CH2:26]3)=[CH:5][CH:4]=1. Given the reactants [CH3:1][O:2][C:3]1[CH:10]=[CH:9][C:6]([CH2:7][NH2:8])=[CH:5][CH:4]=1.Cl.[CH2:12]([C:19](O)=O)[C:13](CC(O)=O)=O.O=[C:23]([C:28]1[CH:33]=[CH:32][C:31]([C:34]([F:37])([F:36])[F:35])=[CH:30][CH:29]=1)[CH2:24][CH2:25][CH:26]=O.C([O-])(O)=[O:39].[Na+].[OH-].[Na+], predict the reaction product. (3) Given the reactants [Br:1][C:2]1[C:7]([F:8])=[CH:6][C:5]([C:9](=[O:11])[CH3:10])=[C:4]([OH:12])[CH:3]=1.CC[O-].[Na+].[C:17](OCC)(=O)[C:18]([O:20]CC)=[O:19], predict the reaction product. The product is: [Br:1][C:2]1[CH:3]=[C:4]2[C:5]([C:9](=[O:11])[CH:10]=[C:17]([C:18]([OH:20])=[O:19])[O:12]2)=[CH:6][C:7]=1[F:8]. (4) Given the reactants O[CH2:2][CH2:3][CH:4]1[CH2:9][CH2:8][N:7]([C:10]([O:12][C:13]([CH3:16])([CH3:15])[CH3:14])=[O:11])[CH2:6][CH2:5]1.[I:17]I.C1(P(C2C=CC=CC=2)C2C=CC=CC=2)C=CC=CC=1.N1C=CN=C1, predict the reaction product. The product is: [I:17][CH2:2][CH2:3][CH:4]1[CH2:9][CH2:8][N:7]([C:10]([O:12][C:13]([CH3:16])([CH3:15])[CH3:14])=[O:11])[CH2:6][CH2:5]1. (5) Given the reactants [CH2:1]([C:3]1([C:16]([O:18][CH2:19][CH3:20])=[O:17])[CH2:8][CH2:7][N:6](C(OC(C)(C)C)=O)[CH2:5][CH2:4]1)[CH3:2].ClCCl.[F:24][C:25]([F:30])([F:29])[C:26]([OH:28])=[O:27], predict the reaction product. The product is: [F:24][C:25]([F:30])([F:29])[C:26]([OH:28])=[O:27].[CH2:19]([O:18][C:16]([C:3]1([CH2:1][CH3:2])[CH2:8][CH2:7][NH:6][CH2:5][CH2:4]1)=[O:17])[CH3:20]. (6) Given the reactants [N:1]1([C:7]2[CH:12]=[CH:11][N:10]=[C:9]([NH:13][C:14]3[S:15][C:16]([C:19]4[CH:20]=[N:21][CH:22]=[C:23]([CH:27]=4)[C:24](O)=[O:25])=[CH:17][N:18]=3)[CH:8]=2)[CH2:6][CH2:5][O:4][CH2:3][CH2:2]1.C1C[N:31]([P+](ON2N=NC3C=CC=CC2=3)(N2CCCC2)N2CCCC2)[CH2:30]C1.F[P-](F)(F)(F)(F)F.CCN(C(C)C)C(C)C.[F:70][C:71](N)([F:73])[F:72], predict the reaction product. The product is: [N:1]1([C:7]2[CH:12]=[CH:11][N:10]=[C:9]([NH:13][C:14]3[S:15][C:16]([C:19]4[CH:20]=[N:21][CH:22]=[C:23]([CH:27]=4)[C:24]([NH:31][CH2:30][C:71]([F:73])([F:72])[F:70])=[O:25])=[CH:17][N:18]=3)[CH:8]=2)[CH2:6][CH2:5][O:4][CH2:3][CH2:2]1. (7) Given the reactants [F:1][C:2]1[CH:3]=[C:4]2[C:10](B3OC(C)(C)C(C)(C)O3)=[CH:9][N:8]([S:20]([C:23]3[CH:28]=[CH:27][C:26]([CH3:29])=[CH:25][CH:24]=3)(=[O:22])=[O:21])[C:5]2=[N:6][CH:7]=1.[C:30]([O:34][C:35](=[O:54])[CH2:36][S@:37]([CH2:39][CH:40]([NH:45][C:46]1[C:51]([F:52])=[CH:50][N:49]=[C:48](Cl)[N:47]=1)[C:41]([CH3:44])([CH3:43])[CH3:42])=[O:38])([CH3:33])([CH3:32])[CH3:31].[O-]P([O-])([O-])=O.[K+].[K+].[K+].CC(C1C=C(C(C)C)C(C2C=CC=CC=2P(C2CCCCC2)C2CCCCC2)=C(C(C)C)C=1)C, predict the reaction product. The product is: [F:52][C:51]1[C:46]([NH:45][CH:40]([C:41]([CH3:44])([CH3:43])[CH3:42])[CH2:39][S@@:37]([CH2:36][C:35]([O:34][C:30]([CH3:32])([CH3:31])[CH3:33])=[O:54])=[O:38])=[N:47][C:48]([C:10]2[C:4]3[C:5](=[N:6][CH:7]=[C:2]([F:1])[CH:3]=3)[N:8]([S:20]([C:23]3[CH:28]=[CH:27][C:26]([CH3:29])=[CH:25][CH:24]=3)(=[O:21])=[O:22])[CH:9]=2)=[N:49][CH:50]=1. (8) Given the reactants Br[C:2]1[CH:7]=[C:6]([C:8]([F:11])([F:10])[F:9])[CH:5]=[C:4]([N+:12]([O-:14])=[O:13])[CH:3]=1.[CH3:15][S:16]([O-:18])=[O:17].[Na+].[OH-].[Na+], predict the reaction product. The product is: [CH3:15][S:16]([C:2]1[CH:7]=[C:6]([C:8]([F:11])([F:10])[F:9])[CH:5]=[C:4]([N+:12]([O-:14])=[O:13])[CH:3]=1)(=[O:18])=[O:17].